This data is from Forward reaction prediction with 1.9M reactions from USPTO patents (1976-2016). The task is: Predict the product of the given reaction. (1) Given the reactants BrC1N=CC(C(N2CCN(C3C(C)=CC(C)=CN=3)CC2)=O)=CC=1.C(C1NC(=O)N(CC2C=CC(OC)=CC=2)C1=O)(C)C.[CH3:43][C:44]1[C:45]([N:51]2[CH2:56][CH2:55][N:54]([C:57]([C:59]3[CH:60]=[CH:61][C:62]([N:65]4[CH:69]([CH:70]([CH3:72])[CH3:71])[C:68](=[O:73])[N:67](CC5C=CC(OC)=CC=5)[C:66]4=[O:83])=[N:63][CH:64]=3)=[O:58])[CH2:53][CH2:52]2)=[N:46][CH:47]=[C:48]([CH3:50])[CH:49]=1, predict the reaction product. The product is: [CH3:43][C:44]1[C:45]([N:51]2[CH2:52][CH2:53][N:54]([C:57]([C:59]3[CH:60]=[CH:61][C:62]([N:65]4[CH:69]([CH:70]([CH3:71])[CH3:72])[C:68](=[O:73])[NH:67][C:66]4=[O:83])=[N:63][CH:64]=3)=[O:58])[CH2:55][CH2:56]2)=[N:46][CH:47]=[C:48]([CH3:50])[CH:49]=1. (2) Given the reactants Cl[CH:2](Cl)[C:3]([O:5][CH2:6]C)=[O:4].[CH:9](=O)[C:10]1[CH:15]=[CH:14][CH:13]=[CH:12][CH:11]=1.C[O-].[Na+].[NH2:20][C:21]([NH2:23])=[S:22].[OH-].[NH4+], predict the reaction product. The product is: [NH2:23][C:21]1[S:22][C:9]([C:10]2[CH:15]=[CH:14][CH:13]=[CH:12][CH:11]=2)=[C:2]([C:3]([O:5][CH3:6])=[O:4])[N:20]=1. (3) Given the reactants [CH3:1][C:2]1[CH:7]=[CH:6][C:5]([C:8]2[CH:9]=[C:10]([S:14](Cl)(=[O:16])=[O:15])[CH:11]=[CH:12][CH:13]=2)=[CH:4][CH:3]=1.[NH2:18][C:19]1[CH:20]=[C:21]([C:25]2[NH:29][N:28]=[N:27][N:26]=2)[CH:22]=[CH:23][CH:24]=1, predict the reaction product. The product is: [C:2]1([CH3:1])[CH:7]=[CH:6][C:5]([C:8]2[CH:9]=[C:10]([S:14]([NH:18][C:19]3[CH:24]=[CH:23][CH:22]=[C:21]([C:25]4[NH:29][N:28]=[N:27][N:26]=4)[CH:20]=3)(=[O:16])=[O:15])[CH:11]=[CH:12][CH:13]=2)=[CH:4][CH:3]=1.